Predict the reactants needed to synthesize the given product. From a dataset of Full USPTO retrosynthesis dataset with 1.9M reactions from patents (1976-2016). (1) Given the product [C:49]12[CH:43]=[C:41]3[N:42]=[C:13]([CH:10]=[CH:11]3)[CH:14]=[C:7]3[NH:28][C:27]([CH:9]=[CH:8]3)=[CH:26][C:25]3=[N:54][C:53]([CH:23]=[CH:24]3)=[CH:44][C:45]([NH:39]1)=[CH:47][CH:48]=2, predict the reactants needed to synthesize it. The reactants are: C(NC(S[C:7]1[CH:14]=[CH:13][C:10]([CH:11]=O)=[CH:9][CH:8]=1)=O)C.CC1C=C(C)C([CH:23](C2NC=CC=2)[C:24]2[NH:28][CH:27]=[CH:26][CH:25]=2)=C(C)C=1.B(F)(F)F.[NH4+:39].[Cl-].[C:41]([C:43]1[C:49](=O)[C:48](Cl)=[C:47](Cl)[C:45](=O)[C:44]=1[C:53]#[N:54])#[N:42]. (2) Given the product [CH:42]1([NH:41][C:40](=[O:45])[C:38]2[CH:39]=[C:34]([N:4]3[CH:3]=[CH:2][N:7]=[C:6]([NH:8][C:9]4([C:12]5[CH:32]=[CH:31][CH:30]=[CH:29][C:13]=5[O:14][CH2:15][CH2:16][NH:17][CH3:18])[CH2:11][CH2:10]4)[C:5]3=[O:33])[C:35]([CH3:47])=[C:36]([F:46])[CH:37]=2)[CH2:44][CH2:43]1, predict the reactants needed to synthesize it. The reactants are: Br[C:2]1[N:7]=[C:6]([NH:8][C:9]2([C:12]3[CH:32]=[CH:31][CH:30]=[CH:29][C:13]=3[O:14][CH2:15][CH2:16][N:17](C)[C:18](=O)OCC3C=CC=CC=3)[CH2:11][CH2:10]2)[C:5](=[O:33])[N:4]([C:34]2[CH:39]=[C:38]([C:40](=[O:45])[NH:41][CH:42]3[CH2:44][CH2:43]3)[CH:37]=[C:36]([F:46])[C:35]=2[CH3:47])[CH:3]=1.C([O-])=O.[NH4+].O.C(O)=O. (3) The reactants are: [Br:1][C:2]1[CH:8]=[CH:7][C:5]([NH2:6])=[CH:4][C:3]=1[F:9].[CH3:10][S:11](Cl)(=[O:13])=[O:12]. Given the product [Br:1][C:2]1[CH:8]=[CH:7][C:5]([NH:6][S:11]([CH3:10])(=[O:13])=[O:12])=[CH:4][C:3]=1[F:9], predict the reactants needed to synthesize it. (4) Given the product [Br:16][C:11]1[C:12]([CH3:15])=[C:13]2[C:8](=[CH:9][CH:10]=1)[NH:7][C:6]([C:4]([OH:5])=[O:3])=[CH:14]2, predict the reactants needed to synthesize it. The reactants are: C([O:3][C:4]([C:6]1[NH:7][C:8]2[C:13]([CH:14]=1)=[C:12]([CH3:15])[C:11]([Br:16])=[CH:10][CH:9]=2)=[O:5])C.[OH-].[Li+]. (5) The reactants are: [CH:1]12[CH2:10][CH2:9][CH:5]([NH:6][C:7]1=[O:8])[CH2:4][NH:3][CH2:2]2.Cl[C:12]1[N:17]=[CH:16][C:15]([B:18]([OH:20])[OH:19])=[CH:14][N:13]=1. Given the product [O:8]=[C:7]1[CH:1]2[CH2:10][CH2:9][CH:5]([CH2:4][N:3]([C:12]3[N:17]=[CH:16][C:15]([B:18]([OH:20])[OH:19])=[CH:14][N:13]=3)[CH2:2]2)[NH:6]1, predict the reactants needed to synthesize it. (6) Given the product [Cl:1][C:2]1[N:3]=[CH:4][CH:5]=[C:6]2[CH:10]=[C:9]([C:11]([C:13]3[CH:14]=[CH:15][CH:16]=[CH:17][CH:18]=3)=[O:12])[NH:8][C:7]=12, predict the reactants needed to synthesize it. The reactants are: [Cl:1][C:2]1[N:3]=[CH:4][CH:5]=[C:6]2[CH:10]=[C:9]([CH:11]([C:13]3[CH:18]=[CH:17][CH:16]=[CH:15][CH:14]=3)[OH:12])[NH:8][C:7]=12.